From a dataset of NCI-60 drug combinations with 297,098 pairs across 59 cell lines. Regression. Given two drug SMILES strings and cell line genomic features, predict the synergy score measuring deviation from expected non-interaction effect. (1) Drug 1: CC1C(C(CC(O1)OC2CC(CC3=C2C(=C4C(=C3O)C(=O)C5=C(C4=O)C(=CC=C5)OC)O)(C(=O)C)O)N)O.Cl. Drug 2: CCCS(=O)(=O)NC1=C(C(=C(C=C1)F)C(=O)C2=CNC3=C2C=C(C=N3)C4=CC=C(C=C4)Cl)F. Cell line: SF-539. Synergy scores: CSS=18.8, Synergy_ZIP=-5.65, Synergy_Bliss=-4.21, Synergy_Loewe=-20.8, Synergy_HSA=-4.23. (2) Synergy scores: CSS=1.96, Synergy_ZIP=0.639, Synergy_Bliss=1.45, Synergy_Loewe=0.972, Synergy_HSA=1.02. Drug 2: CN(C(=O)NC(C=O)C(C(C(CO)O)O)O)N=O. Drug 1: CNC(=O)C1=NC=CC(=C1)OC2=CC=C(C=C2)NC(=O)NC3=CC(=C(C=C3)Cl)C(F)(F)F. Cell line: SF-268. (3) Drug 1: CC(CN1CC(=O)NC(=O)C1)N2CC(=O)NC(=O)C2. Drug 2: C1C(C(OC1N2C=NC3=C(N=C(N=C32)Cl)N)CO)O. Cell line: SN12C. Synergy scores: CSS=24.2, Synergy_ZIP=-10.8, Synergy_Bliss=-4.19, Synergy_Loewe=-3.32, Synergy_HSA=-2.60. (4) Drug 1: CC1C(C(=O)NC(C(=O)N2CCCC2C(=O)N(CC(=O)N(C(C(=O)O1)C(C)C)C)C)C(C)C)NC(=O)C3=C4C(=C(C=C3)C)OC5=C(C(=O)C(=C(C5=N4)C(=O)NC6C(OC(=O)C(N(C(=O)CN(C(=O)C7CCCN7C(=O)C(NC6=O)C(C)C)C)C)C(C)C)C)N)C. Drug 2: C1C(C(OC1N2C=C(C(=O)NC2=O)F)CO)O. Cell line: NCI-H460. Synergy scores: CSS=32.5, Synergy_ZIP=-4.94, Synergy_Bliss=-4.86, Synergy_Loewe=-12.8, Synergy_HSA=-4.62. (5) Drug 1: C1=CN(C=N1)CC(O)(P(=O)(O)O)P(=O)(O)O. Drug 2: CN1C2=C(C=C(C=C2)N(CCCl)CCCl)N=C1CCCC(=O)O.Cl. Cell line: SK-MEL-5. Synergy scores: CSS=-2.51, Synergy_ZIP=0.371, Synergy_Bliss=1.63, Synergy_Loewe=-3.27, Synergy_HSA=-1.80.